Dataset: NCI-60 drug combinations with 297,098 pairs across 59 cell lines. Task: Regression. Given two drug SMILES strings and cell line genomic features, predict the synergy score measuring deviation from expected non-interaction effect. (1) Drug 1: C1=NC2=C(N1)C(=S)N=C(N2)N. Drug 2: CC(C)NC(=O)C1=CC=C(C=C1)CNNC.Cl. Cell line: SNB-75. Synergy scores: CSS=1.43, Synergy_ZIP=-2.26, Synergy_Bliss=0.140, Synergy_Loewe=-12.6, Synergy_HSA=-1.37. (2) Drug 1: B(C(CC(C)C)NC(=O)C(CC1=CC=CC=C1)NC(=O)C2=NC=CN=C2)(O)O. Drug 2: CC1C(C(CC(O1)OC2CC(CC3=C2C(=C4C(=C3O)C(=O)C5=CC=CC=C5C4=O)O)(C(=O)C)O)N)O. Cell line: NCI-H460. Synergy scores: CSS=56.0, Synergy_ZIP=-0.534, Synergy_Bliss=-1.36, Synergy_Loewe=-1.01, Synergy_HSA=2.68. (3) Drug 1: C1=CC(=C2C(=C1NCCNCCO)C(=O)C3=C(C=CC(=C3C2=O)O)O)NCCNCCO. Drug 2: C(CC(=O)O)C(=O)CN.Cl. Cell line: PC-3. Synergy scores: CSS=29.1, Synergy_ZIP=-2.63, Synergy_Bliss=-2.83, Synergy_Loewe=0.322, Synergy_HSA=2.08. (4) Drug 1: C1=CC=C(C(=C1)C(C2=CC=C(C=C2)Cl)C(Cl)Cl)Cl. Drug 2: COC1=NC(=NC2=C1N=CN2C3C(C(C(O3)CO)O)O)N. Cell line: NCI-H460. Synergy scores: CSS=2.08, Synergy_ZIP=-0.478, Synergy_Bliss=0.395, Synergy_Loewe=-0.871, Synergy_HSA=-0.201. (5) Drug 1: C1=CC(=CC=C1C#N)C(C2=CC=C(C=C2)C#N)N3C=NC=N3. Drug 2: CN1C2=C(C=C(C=C2)N(CCCl)CCCl)N=C1CCCC(=O)O.Cl. Cell line: CAKI-1. Synergy scores: CSS=-0.162, Synergy_ZIP=0.426, Synergy_Bliss=-1.34, Synergy_Loewe=-11.1, Synergy_HSA=-5.57. (6) Drug 1: CC1=C(C(=CC=C1)Cl)NC(=O)C2=CN=C(S2)NC3=CC(=NC(=N3)C)N4CCN(CC4)CCO. Drug 2: C1CCC(C(C1)N)N.C(=O)(C(=O)[O-])[O-].[Pt+4]. Cell line: OVCAR-8. Synergy scores: CSS=32.7, Synergy_ZIP=-0.422, Synergy_Bliss=2.28, Synergy_Loewe=2.73, Synergy_HSA=2.75.